From a dataset of Full USPTO retrosynthesis dataset with 1.9M reactions from patents (1976-2016). Predict the reactants needed to synthesize the given product. (1) Given the product [F:1][C:2]1[CH:3]=[C:4]([CH:5]=[C:6]([F:19])[C:7]=1[O:8][C:9]1[CH:14]=[CH:13][N:12]=[C:11]([C:15]([F:16])([F:17])[F:18])[CH:10]=1)[CH2:20][O:21][C:35]1[CH:36]=[C:37]2[NH:29][C@@H:30]([CH3:40])[CH2:31][N:32]2[C:33](=[O:39])[N:34]=1, predict the reactants needed to synthesize it. The reactants are: [F:1][C:2]1[CH:3]=[C:4]([CH2:20][OH:21])[CH:5]=[C:6]([F:19])[C:7]=1[O:8][C:9]1[CH:14]=[CH:13][N:12]=[C:11]([C:15]([F:18])([F:17])[F:16])[CH:10]=1.C(OC([N:29]1[C:37]2[N:32]([C:33](=[O:39])[N:34]=[C:35](Cl)[CH:36]=2)[CH2:31][C@@H:30]1[CH3:40])=O)(C)(C)C. (2) Given the product [C:25]([O:29][C:30]([N:32]1[CH2:33][CH:34]([NH:38][C:11](=[O:12])[CH:10]([NH:9][C:7]([N:1]2[CH2:2][CH2:3][O:4][CH2:5][CH2:6]2)=[O:8])[CH2:14][S:15]([CH2:18][C:19]2[CH:24]=[CH:23][CH:22]=[CH:21][CH:20]=2)(=[O:17])=[O:16])[CH:35]([OH:37])[CH2:36]1)=[O:31])([CH3:28])([CH3:26])[CH3:27], predict the reactants needed to synthesize it. The reactants are: [N:1]1([C:7]([NH:9][CH:10]([CH2:14][S:15]([CH2:18][C:19]2[CH:24]=[CH:23][CH:22]=[CH:21][CH:20]=2)(=[O:17])=[O:16])[C:11](O)=[O:12])=[O:8])[CH2:6][CH2:5][O:4][CH2:3][CH2:2]1.[C:25]([O:29][C:30]([N:32]1[CH2:36][CH:35]([OH:37])[CH:34]([NH2:38])[CH2:33]1)=[O:31])([CH3:28])([CH3:27])[CH3:26].C(Cl)CCl.C1C=CC2N(O)N=NC=2C=1.CN1CCOCC1.